Dataset: Catalyst prediction with 721,799 reactions and 888 catalyst types from USPTO. Task: Predict which catalyst facilitates the given reaction. (1) Reactant: [C:1]([C:5]1[CH:10]=[CH:9][C:8]([C:11]2[NH:15][C:14]3[CH:16]=[CH:17][CH:18]=[C:19]([N:20]4[CH2:25][CH2:24][N:23]([CH2:26][C:27]5[CH:28]=[C:29]6[C:34](=[CH:35][CH:36]=5)[N:33]=[CH:32][CH:31]=[N:30]6)[C@@H:22](C)[CH2:21]4)[C:13]=3[N:12]=2)=[CH:7][CH:6]=1)([CH3:4])([CH3:3])[CH3:2].[OH2:38].[ClH:39]. Product: [OH2:38].[OH2:38].[ClH:39].[ClH:39].[C:1]([C:5]1[CH:6]=[CH:7][C:8]([C:11]2[NH:15][C:14]3[CH:16]=[CH:17][CH:18]=[C:19]([N:20]4[CH2:25][CH2:24][N:23]([CH2:26][C:27]5[CH:28]=[C:29]6[C:34](=[CH:35][CH:36]=5)[N:33]=[CH:32][CH:31]=[N:30]6)[CH2:22][CH2:21]4)[C:13]=3[N:12]=2)=[CH:9][CH:10]=1)([CH3:4])([CH3:2])[CH3:3]. The catalyst class is: 8. (2) Reactant: [NH2:1][C:2]1[C:3]([C:9]([OH:11])=[O:10])=[CH:4][C:5]([Cl:8])=[N:6][CH:7]=1.C1C(=O)N([I:19])C(=O)C1. Product: [NH2:1][C:2]1[C:7]([I:19])=[N:6][C:5]([Cl:8])=[CH:4][C:3]=1[C:9]([OH:11])=[O:10]. The catalyst class is: 9. (3) Reactant: C1(P(C2C=CC=CC=2)C2C=CC=CC=2)C=CC=CC=1.[C:20]1(=[O:30])[NH:24][C:23](=[O:25])[C:22]2=[CH:26][CH:27]=[CH:28][CH:29]=[C:21]12.O[CH2:32][CH:33]1[CH2:38][CH2:37][CH2:36][N:35]([C:39]2[CH:48]=[CH:47][CH:46]=[CH:45][C:40]=2[C:41]([O:43][CH3:44])=[O:42])[CH2:34]1.N(C(OCC)=O)=NC(OCC)=O.C1(C)C=CC=CC=1. Product: [CH3:44][O:43][C:41]([C:40]1[CH:45]=[CH:46][CH:47]=[CH:48][C:39]=1[N:35]1[CH2:36][CH2:37][CH2:38][CH:33]([CH2:32][N:24]2[C:20](=[O:30])[C:21]3=[CH:29][CH:28]=[CH:27][CH:26]=[C:22]3[C:23]2=[O:25])[CH2:34]1)=[O:42]. The catalyst class is: 30. (4) Reactant: [C:1]([C:3]1[C:7]2[CH2:8][CH2:9][C:10](=O)[CH2:11][C:6]=2[S:5][C:4]=1[NH:13][C:14](=[O:20])[CH:15]([CH2:18][CH3:19])[CH2:16][CH3:17])#[N:2].[Cl:21][C:22]1[CH:27]=[C:26]([Cl:28])[CH:25]=[CH:24][C:23]=1[CH2:29][NH2:30].C(O[BH-](OC(=O)C)OC(=O)C)(=O)C.[Na+].C(O)(=O)C. Product: [C:1]([C:3]1[C:7]2[CH2:8][CH2:9][CH:10]([NH:30][CH2:29][C:23]3[CH:24]=[CH:25][C:26]([Cl:28])=[CH:27][C:22]=3[Cl:21])[CH2:11][C:6]=2[S:5][C:4]=1[NH:13][C:14](=[O:20])[CH:15]([CH2:18][CH3:19])[CH2:16][CH3:17])#[N:2]. The catalyst class is: 4. (5) Reactant: [C:1]([O:5][C:6](=[O:34])[NH:7][C@H:8]([C:10](=[O:33])[NH:11][C@@H:12]([CH2:25][C:26]1[CH:31]=[CH:30][CH:29]=[C:28]([OH:32])[CH:27]=1)[C@@H:13]([OH:24])[CH2:14][C@H:15]([C:17](=[O:23])[NH:18][CH2:19][CH2:20][CH2:21][CH3:22])[CH3:16])[CH3:9])([CH3:4])([CH3:3])[CH3:2].[C:35]([O:39][C:40](=[O:47])[CH2:41][CH2:42][CH2:43][CH2:44][CH2:45]Br)([CH3:38])([CH3:37])[CH3:36].O.[I-].[K+]. Product: [C:35]([O:39][C:40](=[O:47])[CH2:41][CH2:42][CH2:43][CH2:44][CH2:45][O:32][C:28]1[CH:29]=[CH:30][CH:31]=[C:26]([CH2:25][C@H:12]([NH:11][C:10](=[O:33])[C@@H:8]([NH:7][C:6]([O:5][C:1]([CH3:4])([CH3:3])[CH3:2])=[O:34])[CH3:9])[C@@H:13]([OH:24])[CH2:14][C@H:15]([C:17](=[O:23])[NH:18][CH2:19][CH2:20][CH2:21][CH3:22])[CH3:16])[CH:27]=1)([CH3:38])([CH3:37])[CH3:36]. The catalyst class is: 692. (6) Reactant: CN1CCN=C1[C:7]1[CH:12]=[CH:11][C:10]([NH:13][C:14](=[O:34])[CH:15]([C:27]2[CH:32]=[CH:31][CH:30]=[CH:29][C:28]=2[CH3:33])[NH:16][C:17]([NH:19][C:20]2[CH:25]=[CH:24][C:23]([Cl:26])=[CH:22][CH:21]=2)=[O:18])=[CH:9][CH:8]=1.[CH3:35][N:36]1[CH2:42][CH2:41][CH2:40][N:39](C2C=CC(N)=CC=2)[CH2:38][CH2:37]1.C(Cl)CCl. Product: [CH3:35][N:36]1[CH2:42][CH2:41][CH2:40][N:39]([C:7]2[CH:8]=[CH:9][C:10]([NH:13][C:14](=[O:34])[CH:15]([C:27]3[CH:32]=[CH:31][CH:30]=[CH:29][C:28]=3[CH3:33])[NH:16][C:17]([NH:19][C:20]3[CH:21]=[CH:22][C:23]([Cl:26])=[CH:24][CH:25]=3)=[O:18])=[CH:11][CH:12]=2)[CH2:38][CH2:37]1. The catalyst class is: 18. (7) Reactant: [Br-].[O:2]1[C:6]2[CH:7]=[CH:8][C:9]([C:11](=O)[CH:12]([C:14]3[CH:19]=[CH:18][CH:17]=[C:16]([CH3:20])[NH+:15]=3)Br)=[CH:10][C:5]=2[O:4][CH2:3]1.[NH2:22][C:23]([NH2:25])=[S:24].C(=O)([O-])[O-].[K+].[K+]. Product: [O:2]1[C:6]2[CH:7]=[CH:8][C:9]([C:11]3[N:22]=[C:23]([NH2:25])[S:24][C:12]=3[C:14]3[CH:19]=[CH:18][CH:17]=[C:16]([CH3:20])[N:15]=3)=[CH:10][C:5]=2[O:4][CH2:3]1. The catalyst class is: 8.